From a dataset of Full USPTO retrosynthesis dataset with 1.9M reactions from patents (1976-2016). Predict the reactants needed to synthesize the given product. (1) Given the product [Br:1][C:2]1[CH:3]=[C:4]([O:12][C:13]([F:14])([F:15])[F:16])[C:5]([O:10][CH3:11])=[C:6]([CH:17]([O:21][CH2:22][CH3:23])[O:24][CH2:25][CH3:26])[CH:9]=1, predict the reactants needed to synthesize it. The reactants are: [Br:1][C:2]1[CH:3]=[C:4]([O:12][C:13]([F:16])([F:15])[F:14])[C:5]([O:10][CH3:11])=[C:6]([CH:9]=1)C=O.[CH:17]([O:24][CH2:25][CH3:26])([O:21][CH2:22][CH3:23])OCC. (2) The reactants are: Cl[CH2:2][CH2:3][C:4]([NH:6][C:7]1[CH:12]=[CH:11][C:10]([O:13]C)=[CH:9][C:8]=1[CH3:15])=[O:5].[Cl-].[Al+3].[Cl-].[Cl-]. Given the product [OH:13][C:10]1[CH:11]=[C:12]2[C:7](=[C:8]([CH3:15])[CH:9]=1)[NH:6][C:4](=[O:5])[CH2:3][CH2:2]2, predict the reactants needed to synthesize it. (3) Given the product [CH2:1]([O:3][C:4]([C:6]1[C:10]([CH:11]2[CH2:12][CH2:13]2)=[N:9][N:8]([CH3:14])[N:7]=1)=[O:5])[CH3:2].[CH2:1]([O:3][C:4]([C:6]1[N:7]([CH3:14])[N:8]=[N:9][C:10]=1[CH:11]1[CH2:12][CH2:13]1)=[O:5])[CH3:2], predict the reactants needed to synthesize it. The reactants are: [CH2:1]([O:3][C:4]([C:6]1[C:10]([CH:11]2[CH2:13][CH2:12]2)=[N:9][NH:8][N:7]=1)=[O:5])[CH3:2].[C:14](=O)([O-])[O-].[K+].[K+].CI. (4) The reactants are: [CH:1]([C:3]1[C:12]([CH3:13])=[CH:11][C:6]2[C:7](=[O:10])[O:8][CH2:9][C:5]=2[CH:4]=1)=[CH2:2].C1C=C(Cl)C=C(C(OO)=[O:22])C=1. Given the product [CH3:13][C:12]1[C:3]([CH:1]2[CH2:2][O:22]2)=[CH:4][C:5]2[CH2:9][O:8][C:7](=[O:10])[C:6]=2[CH:11]=1, predict the reactants needed to synthesize it. (5) Given the product [Cl:8][C:9]1[CH:10]=[CH:11][C:12]([NH:15][C:16](=[O:33])[C:17]2[CH:22]=[C:21]([I:23])[CH:20]=[CH:19][C:18]=2[NH:24][C:25]([CH:27]2[CH2:28][CH2:29][N:30]([CH:2]([CH3:3])[CH3:34])[CH2:31][CH2:32]2)=[O:26])=[N:13][CH:14]=1, predict the reactants needed to synthesize it. The reactants are: F[C:2](F)(F)[C:3](O)=O.[Cl:8][C:9]1[CH:10]=[CH:11][C:12]([NH:15][C:16](=[O:33])[C:17]2[CH:22]=[C:21]([I:23])[CH:20]=[CH:19][C:18]=2[NH:24][C:25]([CH:27]2[CH2:32][CH2:31][NH:30][CH2:29][CH2:28]2)=[O:26])=[N:13][CH:14]=1.[C:34](O)(=O)C.C([BH3-])#N.[Na+].C([O-])(=O)C.[NH4+]. (6) The reactants are: [CH2:1]([C:3]1[CH:8]=[CH:7][C:6]([CH:9]2[CH2:14][N:13]([C:15]([O:17]C3C=CC([N+]([O-])=O)=CC=3)=O)[CH2:12][CH:11]([C:27]([O:29][CH3:30])=[O:28])[CH2:10]2)=[CH:5][CH:4]=1)[CH3:2].Cl.[OH:32][CH:33]1[CH2:36][NH:35][CH2:34]1.C(=O)([O-])[O-].[K+].[K+]. Given the product [CH2:1]([C:3]1[CH:4]=[CH:5][C:6]([CH:9]2[CH2:14][N:13]([C:15]([N:35]3[CH2:36][CH:33]([OH:32])[CH2:34]3)=[O:17])[CH2:12][CH:11]([C:27]([O:29][CH3:30])=[O:28])[CH2:10]2)=[CH:7][CH:8]=1)[CH3:2], predict the reactants needed to synthesize it. (7) Given the product [CH:15]12[N:10]([CH2:9][CH2:8][O:7][C:6]3[CH:5]=[CH:4][C:3]([C:1]#[N:2])=[CH:26][CH:25]=3)[CH:11]([CH2:17][CH2:16]1)[CH2:12][NH:13][CH2:14]2, predict the reactants needed to synthesize it. The reactants are: [C:1]([C:3]1[CH:26]=[CH:25][C:6]([O:7][CH2:8][CH2:9][N:10]2[CH:15]3[CH2:16][CH2:17][CH:11]2[CH2:12][N:13](C(OC(C)(C)C)=O)[CH2:14]3)=[CH:5][CH:4]=1)#[N:2].Cl. (8) Given the product [CH3:1][C:2]1[CH:7]=[C:6]([S:8]([Cl:10])(=[O:14])=[O:16])[CH:5]=[C:4]([CH3:9])[N:3]=1, predict the reactants needed to synthesize it. The reactants are: [CH3:1][C:2]1[NH:3][C:4]([CH3:9])=[CH:5][C:6](=[S:8])[CH:7]=1.[ClH:10].ClCl.C(=O)=[O:14].[OH2:16]. (9) The reactants are: [Cl:1][C:2]1[CH:14]=[N:13][C:5]2[NH:6][C:7]3[CH2:12][CH2:11][NH:10][CH2:9][C:8]=3[C:4]=2[CH:3]=1.CCN(C(C)C)C(C)C.[Cl:24][C:25]1[CH:33]=[CH:32][CH:31]=[CH:30][C:26]=1[C:27](Cl)=[O:28].Cl.CCOCC. Given the product [ClH:1].[Cl:24][C:25]1[CH:33]=[CH:32][CH:31]=[CH:30][C:26]=1[C:27]([N:10]1[CH2:11][CH2:12][C:7]2[NH:6][C:5]3[N:13]=[CH:14][C:2]([Cl:1])=[CH:3][C:4]=3[C:8]=2[CH2:9]1)=[O:28], predict the reactants needed to synthesize it. (10) Given the product [F:23][C:6]1([C:2]2[S:1][CH:5]=[CH:4][N:3]=2)[CH2:15][CH2:14][C:9]2([O:13][CH2:12][CH2:11][O:10]2)[CH2:8][CH2:7]1, predict the reactants needed to synthesize it. The reactants are: [S:1]1[CH:5]=[CH:4][N:3]=[C:2]1[C:6]1(O)[CH2:15][CH2:14][C:9]2([O:13][CH2:12][CH2:11][O:10]2)[CH2:8][CH2:7]1.C(N(S(F)(F)[F:23])CC)C.